This data is from Full USPTO retrosynthesis dataset with 1.9M reactions from patents (1976-2016). The task is: Predict the reactants needed to synthesize the given product. (1) Given the product [CH2:1]([C:3]1[S:44][C:6]2[N:7]([CH2:24][C:25]3[CH:30]=[CH:29][C:28]([C:31]4[CH:36]=[CH:35][CH:34]=[CH:33][C:32]=4[C:37]4[NH:41][C:40](=[O:42])[O:39][N:38]=4)=[CH:27][C:26]=3[F:43])[C:8](=[O:23])[N:9]([CH2:12][CH:13]([OH:14])[C:15]3[CH:20]=[CH:19][C:18]([O:21][CH3:22])=[CH:17][CH:16]=3)[C:10](=[O:11])[C:5]=2[CH:4]=1)[CH3:2], predict the reactants needed to synthesize it. The reactants are: [CH2:1]([C:3]1[S:44][C:6]2[N:7]([CH2:24][C:25]3[CH:30]=[CH:29][C:28]([C:31]4[CH:36]=[CH:35][CH:34]=[CH:33][C:32]=4[C:37]4[NH:41][C:40](=[O:42])[O:39][N:38]=4)=[CH:27][C:26]=3[F:43])[C:8](=[O:23])[N:9]([CH2:12][C:13]([C:15]3[CH:20]=[CH:19][C:18]([O:21][CH3:22])=[CH:17][CH:16]=3)=[O:14])[C:10](=[O:11])[C:5]=2[CH:4]=1)[CH3:2].[BH4-].[Na+]. (2) Given the product [CH2:2]([N:6]1[C:21]2[C:16](=[CH:17][CH:18]=[CH:19][CH:20]=2)[C:8]([CH2:9][C@@H:10]([C:12]([O:14][CH3:15])=[O:13])[NH:11][C:34](=[O:35])[CH:33]=[CH:32][C:31]2[CH:37]=[CH:38][CH:39]=[CH:40][C:30]=2[F:29])=[CH:7]1)[CH2:3][CH2:4][CH3:5], predict the reactants needed to synthesize it. The reactants are: Cl.[CH2:2]([N:6]1[C:21]2[C:16](=[CH:17][CH:18]=[CH:19][CH:20]=2)[C:8]([CH2:9][C@@H:10]([C:12]([O:14][CH3:15])=[O:13])[NH2:11])=[CH:7]1)[CH2:3][CH2:4][CH3:5].C(N(CC)CC)C.[F:29][C:30]1[CH:40]=[CH:39][CH:38]=[CH:37][C:31]=1[CH:32]=[CH:33][C:34](O)=[O:35].CCN=C=NCCCN(C)C.Cl. (3) Given the product [N:3]12[CH2:10][CH2:9][CH:6]([CH2:7][CH2:8]1)[C@@H:5]([NH:11][C:18]([C:15]1[CH:14]=[C:13]([Br:12])[S:17][CH:16]=1)=[O:19])[CH2:4]2, predict the reactants needed to synthesize it. The reactants are: Cl.Cl.[N:3]12[CH2:10][CH2:9][CH:6]([CH2:7][CH2:8]1)[C@@H:5]([NH2:11])[CH2:4]2.[Br:12][C:13]1[S:17][CH:16]=[C:15]([C:18](O)=[O:19])[CH:14]=1.